This data is from Reaction yield outcomes from USPTO patents with 853,638 reactions. The task is: Predict the reaction yield, written as a fraction of the theoretical maximum amount of product (1.0 means a 100% yield; for example, 0.34 means a 34% yield). (1) The reactants are [Cl-].O[NH3+:3].[C:4](=[O:7])([O-])[OH:5].[Na+].CS(C)=O.[CH3:13][C:14]1([CH3:50])[CH2:18][C:17]2[CH:19]=[C:20]([N:23]3[C:28](=[O:29])[C:27]([CH2:30][C:31]4[CH:36]=[CH:35][C:34]([C:37]5[C:38]([C:43]#[N:44])=[CH:39][CH:40]=[CH:41][CH:42]=5)=[CH:33][C:32]=4[F:45])=[C:26]([CH2:46][CH2:47][CH3:48])[N:25]=[C:24]3[CH3:49])[CH:21]=[CH:22][C:16]=2[O:15]1. The catalyst is C(OCC)(=O)C. The product is [CH3:13][C:14]1([CH3:50])[CH2:18][C:17]2[CH:19]=[C:20]([N:23]3[C:28](=[O:29])[C:27]([CH2:30][C:31]4[CH:36]=[CH:35][C:34]([C:37]5[CH:42]=[CH:41][CH:40]=[CH:39][C:38]=5[C:43]5[NH:3][C:4](=[O:7])[O:5][N:44]=5)=[CH:33][C:32]=4[F:45])=[C:26]([CH2:46][CH2:47][CH3:48])[N:25]=[C:24]3[CH3:49])[CH:21]=[CH:22][C:16]=2[O:15]1. The yield is 0.700. (2) The reactants are [CH3:1][C:2]1[C:6]([N+:7]([O-:9])=O)=[C:5]([CH3:10])[O:4][N:3]=1.N1CC[CH2:14][CH2:13][CH2:12]1.C(=O)CC. The catalyst is CCO. The product is [CH3:1][C:2]1[C:6]2=[N+:7]([O-:9])[C:13]([CH3:14])=[CH:12][CH:10]=[C:5]2[O:4][N:3]=1. The yield is 0.225. (3) The reactants are [CH:1]1([C:4]2[NH:25][C:7]3[N:8]=[N:9][C:10]([CH2:12][CH2:13][CH2:14][CH2:15][N:16]4[CH:20]=[C:19]([C:21]([O:23]C)=[O:22])[N:18]=[N:17]4)=[CH:11][C:6]=3[CH:5]=2)[CH2:3][CH2:2]1.[Li+].[OH-]. The catalyst is C1COCC1.O. The product is [CH:1]1([C:4]2[NH:25][C:7]3[N:8]=[N:9][C:10]([CH2:12][CH2:13][CH2:14][CH2:15][N:16]4[CH:20]=[C:19]([C:21]([OH:23])=[O:22])[N:18]=[N:17]4)=[CH:11][C:6]=3[CH:5]=2)[CH2:3][CH2:2]1. The yield is 0.830. (4) The reactants are COC1C=C(OC)C=CC=1C[N:6]([C:38]1[CH:43]=[CH:42][N:41]=[CH:40][N:39]=1)[S:7]([C:10]1[CH:15]=[C:14]([CH3:16])[C:13]([O:17][C@H:18]2[CH2:22][CH2:21][CH2:20][C@@H:19]2[C:23]2[C:24]([N+:34]([O-])=O)=[N:25][N:26](C3CCCCO3)[CH:27]=2)=[CH:12][C:11]=1[F:37])(=[O:9])=[O:8].C([SiH](CC)CC)C.FC(F)(F)C(O)=O.ClCCl. The catalyst is CO. The product is [NH2:34][C:24]1[C:23]([C@H:19]2[CH2:20][CH2:21][CH2:22][C@@H:18]2[O:17][C:13]2[C:14]([CH3:16])=[CH:15][C:10]([S:7]([NH:6][C:38]3[CH:43]=[CH:42][N:41]=[CH:40][N:39]=3)(=[O:9])=[O:8])=[C:11]([F:37])[CH:12]=2)=[CH:27][NH:26][N:25]=1. The yield is 0.760. (5) The reactants are [NH2:1][C:2]1[N:7]=[CH:6][C:5]([C:8]([N:10]2[CH2:15][CH2:14][O:13][CH2:12][C@@H:11]2[CH3:16])=[O:9])=[CH:4][CH:3]=1.Br[C:18]1[C:19](=[O:26])[N:20]([CH3:25])[CH:21]=[C:22]([Br:24])[CH:23]=1.C(=O)([O-])[O-].[Cs+].[Cs+].CC1(C)C2C(=C(P(C3C=CC=CC=3)C3C=CC=CC=3)C=CC=2)OC2C(P(C3C=CC=CC=3)C3C=CC=CC=3)=CC=CC1=2. The catalyst is C1C=CC(/C=C/C(/C=C/C2C=CC=CC=2)=O)=CC=1.C1C=CC(/C=C/C(/C=C/C2C=CC=CC=2)=O)=CC=1.C1C=CC(/C=C/C(/C=C/C2C=CC=CC=2)=O)=CC=1.[Pd].[Pd].O1CCOCC1. The product is [Br:24][C:22]1[CH:23]=[C:18]([NH:1][C:2]2[CH:3]=[CH:4][C:5]([C:8]([N:10]3[CH2:15][CH2:14][O:13][CH2:12][C@@H:11]3[CH3:16])=[O:9])=[CH:6][N:7]=2)[C:19](=[O:26])[N:20]([CH3:25])[CH:21]=1. The yield is 0.690. (6) The reactants are [OH:1][CH2:2][CH2:3][C:4]#[C:5][C:6]1[C:15]([O:16][CH3:17])=[CH:14][CH:13]=[CH:12][C:7]=1[C:8]([O:10]C)=[O:9].[OH-].[K+].Cl. The catalyst is CO.O. The product is [OH:1][CH2:2][CH2:3][C:4]#[C:5][C:6]1[C:15]([O:16][CH3:17])=[CH:14][CH:13]=[CH:12][C:7]=1[C:8]([OH:10])=[O:9]. The yield is 0.990. (7) The reactants are N(C(OCC)=O)=NC(OCC)=O.[CH2:13]([N:20]1[CH2:24][CH2:23][C:22]([C:26]2[CH:31]=[CH:30][CH:29]=[CH:28][C:27]=2[CH2:32][OH:33])(O)[CH2:21]1)[C:14]1[CH:19]=[CH:18][CH:17]=[CH:16][CH:15]=1.C1(P(C2C=CC=CC=2)C2C=CC=CC=2)C=CC=CC=1. The catalyst is C1COCC1. The product is [CH2:13]([N:20]1[CH2:24][CH2:23][C:22]2([C:26]3[CH:31]=[CH:30][CH:29]=[CH:28][C:27]=3[CH2:32][O:33]2)[CH2:21]1)[C:14]1[CH:15]=[CH:16][CH:17]=[CH:18][CH:19]=1. The yield is 0.460. (8) The reactants are [Cl:1][C:2]1[N:7]=[N:6][C:5]([CH:8]([F:14])[C:9]([O:11][CH2:12][CH3:13])=[O:10])=[CH:4][CH:3]=1.C[Si](C)(C)[N-][Si](C)(C)C.[Li+].[B-](F)(F)(F)[F:26].[B-](F)(F)(F)F.C1[N+]2(CCl)CC[N+](F)(CC2)C1.[NH4+].[Cl-]. The catalyst is C1COCC1.CN(C=O)C. The product is [Cl:1][C:2]1[N:7]=[N:6][C:5]([C:8]([F:26])([F:14])[C:9]([O:11][CH2:12][CH3:13])=[O:10])=[CH:4][CH:3]=1. The yield is 0.525. (9) The reactants are Br[C:2]1[CH:3]=[C:4]([NH:10][C:11]2[CH:24]=[C:14]3[CH2:15][N:16]([CH2:19][CH2:20][CH2:21][O:22][CH3:23])[CH2:17][CH2:18][N:13]3[N:12]=2)[C:5](=[O:9])[N:6]([CH3:8])[CH:7]=1.[C:25]([O:28][CH2:29][C:30]1[C:31]([N:45]2[CH2:56][CH2:55][N:54]3[C:47](=[CH:48][C:49]4[CH2:50][C:51]([CH3:58])([CH3:57])[CH2:52][C:53]=43)[C:46]2=[O:59])=[N:32][CH:33]=[CH:34][C:35]=1B1OC(C)(C)C(C)(C)O1)(=[O:27])[CH3:26].[O-]P([O-])([O-])=O.[K+].[K+].[K+].O.C([O-])(=O)C.[Na+]. The catalyst is C1C=CC(P(C2C=CC=CC=2)[C-]2C=CC=C2)=CC=1.C1C=CC(P(C2C=CC=CC=2)[C-]2C=CC=C2)=CC=1.Cl[Pd]Cl.[Fe+2].C(#N)C.O. The product is [C:25]([O:28][CH2:29][C:30]1[C:31]([N:45]2[CH2:56][CH2:55][N:54]3[C:47](=[CH:48][C:49]4[CH2:50][C:51]([CH3:58])([CH3:57])[CH2:52][C:53]=43)[C:46]2=[O:59])=[N:32][CH:33]=[CH:34][C:35]=1[C:2]1[CH:3]=[C:4]([NH:10][C:11]2[CH:24]=[C:14]3[CH2:15][N:16]([CH2:19][CH2:20][CH2:21][O:22][CH3:23])[CH2:17][CH2:18][N:13]3[N:12]=2)[C:5](=[O:9])[N:6]([CH3:8])[CH:7]=1)(=[O:27])[CH3:26]. The yield is 0.740.